From a dataset of NCI-60 drug combinations with 297,098 pairs across 59 cell lines. Regression. Given two drug SMILES strings and cell line genomic features, predict the synergy score measuring deviation from expected non-interaction effect. Drug 1: C1=NC2=C(N=C(N=C2N1C3C(C(C(O3)CO)O)O)F)N. Drug 2: CCN(CC)CCCC(C)NC1=C2C=C(C=CC2=NC3=C1C=CC(=C3)Cl)OC. Cell line: NCI-H226. Synergy scores: CSS=-3.64, Synergy_ZIP=1.67, Synergy_Bliss=-3.62, Synergy_Loewe=-31.2, Synergy_HSA=-10.9.